Dataset: Catalyst prediction with 721,799 reactions and 888 catalyst types from USPTO. Task: Predict which catalyst facilitates the given reaction. (1) Reactant: [N:1]1[CH:6]=[CH:5][CH:4]=[CH:3][C:2]=1[NH:7][CH2:8][C:9]([C:11]1[CH:12]=[CH:13][C:14]2[S:19][C:18]3[N:20]=[CH:21][CH:22]=[N:23][C:17]=3[N:16](COC)[C:15]=2[CH:27]=1)=O.S(Cl)(Cl)=O.ClCCl. Product: [N:7]1[CH:8]=[C:9]([C:11]2[CH:12]=[CH:13][C:14]3[S:19][C:18]4[N:20]=[CH:21][CH:22]=[N:23][C:17]=4[NH:16][C:15]=3[CH:27]=2)[N:1]2[CH:6]=[CH:5][CH:4]=[CH:3][C:2]=12. The catalyst class is: 53. (2) Reactant: [CH:1]1([C:4]2[CH:9]=[CH:8][C:7]([NH:10][C:11](=O)[CH2:12][O:13][CH3:14])=[CH:6][CH:5]=2)[CH2:3][CH2:2]1.[H-].[H-].[H-].[H-].[Li+].[Al+3]. Product: [CH:1]1([C:4]2[CH:9]=[CH:8][C:7]([NH:10][CH2:11][CH2:12][O:13][CH3:14])=[CH:6][CH:5]=2)[CH2:3][CH2:2]1. The catalyst class is: 249. (3) The catalyst class is: 161. Product: [CH:13]1([NH:12][C:10](=[O:11])[C:9]2[CH:16]=[CH:17][C:18]([CH3:19])=[C:7]([N:6]3[CH:5]=[N:4][C:3]4[C:2]3=[N:1][CH:29]=[N:31][C:20]=4[C:21]3[CH:26]=[CH:25][C:24]([SH:27])=[CH:23][CH:22]=3)[CH:8]=2)[CH2:15][CH2:14]1. Reactant: [NH2:1][C:2]1[N:6]([C:7]2[CH:8]=[C:9]([CH:16]=[CH:17][C:18]=2[CH3:19])[C:10]([NH:12][CH:13]2[CH2:15][CH2:14]2)=[O:11])[CH:5]=[N:4][C:3]=1[C:20](=O)[C:21]1[CH:26]=[CH:25][C:24]([SH:27])=[CH:23][CH:22]=1.[CH:29]([NH2:31])=O. (4) Reactant: [CH2:1]([C:8]1[O:9][C:10]2[CH:30]=[CH:29][CH:28]=[CH:27][C:11]=2[C:12]=1[C:13]1[CH:18]=[CH:17][C:16]([C:19]2[CH:24]=[CH:23][C:22]([CH:25]=[O:26])=[CH:21][CH:20]=2)=[CH:15][CH:14]=1)[C:2]1[CH:7]=[CH:6][CH:5]=[CH:4][CH:3]=1.[BH4-].[Na+].O. Product: [CH2:1]([C:8]1[O:9][C:10]2[CH:30]=[CH:29][CH:28]=[CH:27][C:11]=2[C:12]=1[C:13]1[CH:18]=[CH:17][C:16]([C:19]2[CH:24]=[CH:23][C:22]([CH2:25][OH:26])=[CH:21][CH:20]=2)=[CH:15][CH:14]=1)[C:2]1[CH:7]=[CH:6][CH:5]=[CH:4][CH:3]=1. The catalyst class is: 199. (5) Reactant: [NH2:1][C:2]([C:4]1[C:5]([C:24]2[CH:29]=[CH:28][C:27]([CH3:30])=[CH:26][CH:25]=2)=[C:6]([CH2:15][NH:16][C:17](=[O:23])[O:18][C:19]([CH3:22])([CH3:21])[CH3:20])[C:7]([CH2:11][CH:12]([CH3:14])[CH3:13])=[N:8][C:9]=1[CH3:10])=O.C(N(CC)CC)C.FC(F)(F)S(OS(C(F)(F)F)(=O)=O)(=O)=O. Product: [C:2]([C:4]1[C:5]([C:24]2[CH:29]=[CH:28][C:27]([CH3:30])=[CH:26][CH:25]=2)=[C:6]([CH2:15][NH:16][C:17](=[O:23])[O:18][C:19]([CH3:21])([CH3:20])[CH3:22])[C:7]([CH2:11][CH:12]([CH3:13])[CH3:14])=[N:8][C:9]=1[CH3:10])#[N:1]. The catalyst class is: 4. (6) Reactant: [Cl:1][C:2]1[CH:3]=[C:4]2[C:9](=[CH:10][C:11]=1[O:12][C:13]1[CH:18]=[CH:17][C:16]([C:19](=[O:34])[NH:20][CH2:21][CH2:22][C:23]3[CH:28]=[CH:27][C:26]([S:29][C:30]([F:33])([F:32])[F:31])=[CH:25][CH:24]=3)=[CH:15][CH:14]=1)[O:8][CH2:7][CH2:6][CH:5]2[C:35]([O:37]CC)=[O:36].[OH-].[Na+].C1COCC1.Cl. Product: [Cl:1][C:2]1[CH:3]=[C:4]2[C:9](=[CH:10][C:11]=1[O:12][C:13]1[CH:18]=[CH:17][C:16]([C:19](=[O:34])[NH:20][CH2:21][CH2:22][C:23]3[CH:28]=[CH:27][C:26]([S:29][C:30]([F:31])([F:33])[F:32])=[CH:25][CH:24]=3)=[CH:15][CH:14]=1)[O:8][CH2:7][CH2:6][CH:5]2[C:35]([OH:37])=[O:36]. The catalyst class is: 336. (7) Reactant: C(=O)([O-])[O-].[K+].[K+].[CH:7]1([NH2:13])[CH2:12][CH2:11][CH2:10][CH2:9][CH2:8]1.[CH:14]1[C:23]2[C:18](=[CH:19][CH:20]=[CH:21][CH:22]=2)[CH:17]=[CH:16][C:15]=1[O:24][CH2:25][CH2:26]Cl. Product: [CH:7]1([NH:13][CH2:26][CH2:25][O:24][C:15]2[CH:16]=[CH:17][C:18]3[C:23](=[CH:22][CH:21]=[CH:20][CH:19]=3)[CH:14]=2)[CH2:12][CH2:11][CH2:10][CH2:9][CH2:8]1. The catalyst class is: 58.